Dataset: Forward reaction prediction with 1.9M reactions from USPTO patents (1976-2016). Task: Predict the product of the given reaction. (1) Given the reactants [CH3:1][C:2]1[CH:7]=[C:6]([CH3:8])[NH:5][C:4](=[O:9])[C:3]=1[CH2:10][NH:11][C:12]([C:14]1[CH:19]=[C:18]([CH:20]2[CH2:25][CH2:24][N:23](C(OC(C)(C)C)=O)[CH2:22][CH2:21]2)[N:17]=[C:16]2[N:33]([CH:36]([CH3:38])[CH3:37])[N:34]=[CH:35][C:15]=12)=[O:13].C(O)(C(F)(F)F)=O, predict the reaction product. The product is: [CH3:1][C:2]1[CH:7]=[C:6]([CH3:8])[NH:5][C:4](=[O:9])[C:3]=1[CH2:10][NH:11][C:12]([C:14]1[C:15]2[CH:35]=[N:34][N:33]([CH:36]([CH3:38])[CH3:37])[C:16]=2[N:17]=[C:18]([CH:20]2[CH2:21][CH2:22][NH:23][CH2:24][CH2:25]2)[CH:19]=1)=[O:13]. (2) Given the reactants [NH2:1][C:2]1[C:15]2[C:14](=O)[C:13]3[C:8](=[CH:9][CH:10]=[CH:11][CH:12]=3)[C:7](=O)[C:6]=2[CH:5]=[CH:4][CH:3]=1.N[C:19]([NH2:21])=S.[CH3:22]S(C)=O, predict the reaction product. The product is: [CH:22]1[C:15]2[C:6]3[C:5]([CH:4]=[CH:3][C:2]=2[N:1]=[CH:19][N:21]=1)=[CH:14][C:13]1[C:8](=[CH:9][CH:10]=[CH:11][CH:12]=1)[CH:7]=3. (3) Given the reactants Cl.Cl.[CH3:3][O:4][C:5]1[CH:6]=[C:7]([C:11]2([C:23]#[N:24])[CH2:16][CH2:15][N:14]([CH:17]3[CH2:22][CH2:21][NH:20][CH2:19][CH2:18]3)[CH2:13][CH2:12]2)[CH:8]=[CH:9][CH:10]=1.C(=O)([O-])[O-].[K+].[K+].[CH2:31](Br)[C:32]1[CH:37]=[CH:36][CH:35]=[CH:34][CH:33]=1.O, predict the reaction product. The product is: [CH2:31]([N:20]1[CH2:21][CH2:22][CH:17]([N:14]2[CH2:13][CH2:12][C:11]([C:7]3[CH:8]=[CH:9][CH:10]=[C:5]([O:4][CH3:3])[CH:6]=3)([C:23]#[N:24])[CH2:16][CH2:15]2)[CH2:18][CH2:19]1)[C:32]1[CH:37]=[CH:36][CH:35]=[CH:34][CH:33]=1.